Dataset: NCI-60 drug combinations with 297,098 pairs across 59 cell lines. Task: Regression. Given two drug SMILES strings and cell line genomic features, predict the synergy score measuring deviation from expected non-interaction effect. (1) Drug 1: CC(C1=C(C=CC(=C1Cl)F)Cl)OC2=C(N=CC(=C2)C3=CN(N=C3)C4CCNCC4)N. Synergy scores: CSS=46.0, Synergy_ZIP=2.29, Synergy_Bliss=3.13, Synergy_Loewe=-27.7, Synergy_HSA=3.07. Cell line: U251. Drug 2: CC1=C2C(C(=O)C3(C(CC4C(C3C(C(C2(C)C)(CC1OC(=O)C(C(C5=CC=CC=C5)NC(=O)C6=CC=CC=C6)O)O)OC(=O)C7=CC=CC=C7)(CO4)OC(=O)C)O)C)OC(=O)C. (2) Drug 1: C1CC(=O)NC(=O)C1N2CC3=C(C2=O)C=CC=C3N. Drug 2: CCN(CC)CCCC(C)NC1=C2C=C(C=CC2=NC3=C1C=CC(=C3)Cl)OC. Cell line: HS 578T. Synergy scores: CSS=13.8, Synergy_ZIP=-1.96, Synergy_Bliss=5.92, Synergy_Loewe=-0.842, Synergy_HSA=4.78. (3) Drug 1: CC1=C(C(CCC1)(C)C)C=CC(=CC=CC(=CC(=O)O)C)C. Drug 2: CCN(CC)CCCC(C)NC1=C2C=C(C=CC2=NC3=C1C=CC(=C3)Cl)OC. Cell line: COLO 205. Synergy scores: CSS=9.16, Synergy_ZIP=-7.53, Synergy_Bliss=-3.61, Synergy_Loewe=-19.1, Synergy_HSA=-4.63. (4) Drug 1: CCCCC(=O)OCC(=O)C1(CC(C2=C(C1)C(=C3C(=C2O)C(=O)C4=C(C3=O)C=CC=C4OC)O)OC5CC(C(C(O5)C)O)NC(=O)C(F)(F)F)O. Drug 2: C#CCC(CC1=CN=C2C(=N1)C(=NC(=N2)N)N)C3=CC=C(C=C3)C(=O)NC(CCC(=O)O)C(=O)O. Cell line: UO-31. Synergy scores: CSS=19.6, Synergy_ZIP=-6.33, Synergy_Bliss=0.501, Synergy_Loewe=-9.38, Synergy_HSA=-8.66.